This data is from Forward reaction prediction with 1.9M reactions from USPTO patents (1976-2016). The task is: Predict the product of the given reaction. (1) Given the reactants C[O:2][C:3](=[O:13])[C:4]1[CH:9]=[CH:8][C:7]([I:10])=[CH:6][C:5]=1[O:11][CH3:12].[OH-].[Na+], predict the reaction product. The product is: [I:10][C:7]1[CH:8]=[CH:9][C:4]([C:3]([OH:13])=[O:2])=[C:5]([O:11][CH3:12])[CH:6]=1. (2) Given the reactants [NH2:1][C:2]1[CH:3]=[C:4]([OH:12])[C:5](=[CH:10][CH:11]=1)[C:6]([O:8][CH3:9])=[O:7].[F:13][CH:14]([F:26])[O:15][C:16]1[CH:17]=[C:18]([S:22](Cl)(=[O:24])=[O:23])[CH:19]=[CH:20][CH:21]=1, predict the reaction product. The product is: [F:26][CH:14]([F:13])[O:15][C:16]1[CH:17]=[C:18]([S:22]([NH:1][C:2]2[CH:11]=[CH:10][C:5]([C:6]([O:8][CH3:9])=[O:7])=[C:4]([OH:12])[CH:3]=2)(=[O:24])=[O:23])[CH:19]=[CH:20][CH:21]=1. (3) Given the reactants Cl[C:2]1[CH:3]=[C:4]([C:8]2[S:9][CH:10]=[CH:11][N:12]=2)[CH:5]=[CH:6][CH:7]=1.[N:13]1([C:18]2[CH:19]=[C:20]([NH:24][C:25]3[CH:30]=[CH:29][CH:28]=[CH:27][CH:26]=3)[CH:21]=[CH:22][CH:23]=2)[CH:17]=[CH:16][CH:15]=[N:14]1.CC(C)([O-])C.[Na+].C(P(C(C)(C)C)C1(C)CC1(C1C=CC=CC=1)C1C=CC=CC=1)(C)(C)C.[Cl-].[NH4+], predict the reaction product. The product is: [N:13]1([C:18]2[CH:19]=[C:20]([N:24]([C:2]3[CH:7]=[CH:6][CH:5]=[C:4]([C:8]4[S:9][CH:10]=[CH:11][N:12]=4)[CH:3]=3)[C:25]3[CH:26]=[CH:27][CH:28]=[CH:29][CH:30]=3)[CH:21]=[CH:22][CH:23]=2)[CH:17]=[CH:16][CH:15]=[N:14]1. (4) Given the reactants [C:1]([CH:4]1[C:9](=[O:10])[CH2:8][CH:7]([CH3:11])[CH2:6][C:5]1=O)(=O)[CH3:2].C([O-])(=O)C.[Na+].[NH2:18][CH:19](C(OCC)=O)[C:20]([O:22][CH2:23][CH3:24])=[O:21].Cl, predict the reaction product. The product is: [CH3:2][C:1]1[NH:18][C:19]([C:20]([O:22][CH2:23][CH3:24])=[O:21])=[C:5]2[C:4]=1[C:9](=[O:10])[CH2:8][CH:7]([CH3:11])[CH2:6]2. (5) Given the reactants COC1C=CC(P2(SP(C3C=CC(OC)=CC=3)(=S)S2)=[S:10])=CC=1.[F:23][C:24]([F:42])([F:41])[CH2:25][O:26][CH2:27][CH2:28][O:29][CH2:30][CH2:31][S:32][C:33]1[CH:38]=[CH:37][NH:36][C:35](=O)[C:34]=1[CH3:40], predict the reaction product. The product is: [F:23][C:24]([F:42])([F:41])[CH2:25][O:26][CH2:27][CH2:28][O:29][CH2:30][CH2:31][S:32][C:33]1[CH:38]=[CH:37][NH:36][C:35](=[S:10])[C:34]=1[CH3:40]. (6) Given the reactants [F:1][C:2]([F:15])([F:14])[C:3]1[C:11]([C:12]#[N:13])=[CH:10][CH:9]=[C:8]2[C:4]=1[CH:5]=[CH:6][NH:7]2.[F:16][C:17]([F:36])([F:35])[C:18]1[CH:19]=[C:20]([C:28]2[O:32][N:31]=[C:30]([CH2:33]Cl)[N:29]=2)[CH:21]=[C:22]([C:24]([F:27])([F:26])[F:25])[CH:23]=1, predict the reaction product. The product is: [F:36][C:17]([F:16])([F:35])[C:18]1[CH:19]=[C:20]([C:28]2[O:32][N:31]=[C:30]([CH2:33][N:7]3[C:8]4[C:4](=[C:3]([C:2]([F:14])([F:1])[F:15])[C:11]([C:12]#[N:13])=[CH:10][CH:9]=4)[CH:5]=[CH:6]3)[N:29]=2)[CH:21]=[C:22]([C:24]([F:26])([F:25])[F:27])[CH:23]=1.